Dataset: Catalyst prediction with 721,799 reactions and 888 catalyst types from USPTO. Task: Predict which catalyst facilitates the given reaction. (1) The catalyst class is: 27. Reactant: [Br:1][C:2]1[C:3]([N:12]2[CH2:17][CH2:16][N:15]([CH2:18][C:19]3[CH:23]=[C:22]([CH3:24])[O:21][N:20]=3)[CH2:14][CH2:13]2)=[C:4]([N+:9]([O-])=O)[C:5]([NH2:8])=[N:6][CH:7]=1.CCO.[CH3:28][O:29][C:30]1[CH:37]=[CH:36][C:33]([CH:34]=O)=[CH:32][CH:31]=1.[O-]S(S([O-])=O)=O.[Na+].[Na+]. Product: [Br:1][C:2]1[C:3]([N:12]2[CH2:17][CH2:16][N:15]([CH2:18][C:19]3[CH:23]=[C:22]([CH3:24])[O:21][N:20]=3)[CH2:14][CH2:13]2)=[C:4]2[N:9]=[C:34]([C:33]3[CH:36]=[CH:37][C:30]([O:29][CH3:28])=[CH:31][CH:32]=3)[NH:8][C:5]2=[N:6][CH:7]=1. (2) Reactant: [Cl:1][C:2]1[N:11]=[C:10](Cl)[C:9]2[C:4](=[CH:5][CH:6]=[CH:7][CH:8]=2)[N:3]=1.[CH2:13]([NH:15][C@H:16]1[CH2:20][CH2:19][NH:18][CH2:17]1)[CH3:14]. Product: [Cl:1][C:2]1[N:11]=[C:10]([N:18]2[CH2:19][CH2:20][C@H:16]([NH:15][CH2:13][CH3:14])[CH2:17]2)[C:9]2[C:4](=[CH:5][CH:6]=[CH:7][CH:8]=2)[N:3]=1. The catalyst class is: 22. (3) Reactant: [C:1](#[N:4])[CH2:2][CH3:3].[Li+].CC([N-]C(C)C)C.[Cl:13][C:14]1[CH:15]=[C:16]2[C:20](=[CH:21][CH:22]=1)[C:19](=O)[CH:18]([CH2:24][CH2:25][N:26]([CH3:28])[CH3:27])[CH2:17]2.O. Product: [Cl:13][C:14]1[CH:15]=[C:16]2[C:20](=[CH:21][CH:22]=1)[C:19]([CH:2]([CH3:3])[C:1]#[N:4])=[C:18]([CH2:24][CH2:25][N:26]([CH3:28])[CH3:27])[CH2:17]2. The catalyst class is: 1. (4) Reactant: [H-].[Na+].[CH2:3]([C:5]1[CH:13]=[C:12]2[C:8]([CH2:9][C:10](=[O:14])[NH:11]2)=[CH:7][CH:6]=1)[CH3:4].[Cl:15][C:16]1[C:25]2[C:20](=[CH:21][C:22]([O:26][CH2:27][CH2:28][CH2:29][N:30]3[CH2:35][CH2:34][O:33][CH2:32][CH2:31]3)=[CH:23][CH:24]=2)[N:19]=[CH:18][N:17]=1. Product: [ClH:15].[CH2:3]([C:5]1[CH:13]=[C:12]2[C:8]([C:9]([C:16]3[C:25]4[C:20](=[CH:21][C:22]([O:26][CH2:27][CH2:28][CH2:29][N:30]5[CH2:35][CH2:34][O:33][CH2:32][CH2:31]5)=[CH:23][CH:24]=4)[N:19]=[CH:18][N:17]=3)=[C:10]([OH:14])[NH:11]2)=[CH:7][CH:6]=1)[CH3:4]. The catalyst class is: 9. (5) Reactant: [Cl:1][C:2]1[CH:8]=[CH:7][C:5]([NH2:6])=[CH:4][CH:3]=1.[C:9]([O:13][C:14]([N:16]1[CH2:19][CH2:18][C@H:17]1[CH:20]=O)=[O:15])([CH3:12])([CH3:11])[CH3:10].C([BH3-])#N.[Na+].C(=O)(O)[O-].[Na+]. The catalyst class is: 130. Product: [C:9]([O:13][C:14]([N:16]1[CH2:19][CH2:18][C@H:17]1[CH2:20][NH:6][C:5]1[CH:7]=[CH:8][C:2]([Cl:1])=[CH:3][CH:4]=1)=[O:15])([CH3:12])([CH3:10])[CH3:11].